Task: Regression. Given two drug SMILES strings and cell line genomic features, predict the synergy score measuring deviation from expected non-interaction effect.. Dataset: NCI-60 drug combinations with 297,098 pairs across 59 cell lines (1) Drug 1: CC1C(C(CC(O1)OC2CC(CC3=C2C(=C4C(=C3O)C(=O)C5=C(C4=O)C(=CC=C5)OC)O)(C(=O)C)O)N)O.Cl. Drug 2: C1CN(P(=O)(OC1)NCCCl)CCCl. Cell line: CAKI-1. Synergy scores: CSS=27.8, Synergy_ZIP=-9.51, Synergy_Bliss=-4.38, Synergy_Loewe=-84.7, Synergy_HSA=-4.63. (2) Drug 1: CCN(CC)CCNC(=O)C1=C(NC(=C1C)C=C2C3=C(C=CC(=C3)F)NC2=O)C. Drug 2: CN(CC1=CN=C2C(=N1)C(=NC(=N2)N)N)C3=CC=C(C=C3)C(=O)NC(CCC(=O)O)C(=O)O. Cell line: MCF7. Synergy scores: CSS=25.9, Synergy_ZIP=-4.00, Synergy_Bliss=3.45, Synergy_Loewe=-23.4, Synergy_HSA=-0.537. (3) Drug 1: C1CNP(=O)(OC1)N(CCCl)CCCl. Drug 2: C1C(C(OC1N2C=NC(=NC2=O)N)CO)O. Cell line: ACHN. Synergy scores: CSS=10.5, Synergy_ZIP=-1.97, Synergy_Bliss=1.36, Synergy_Loewe=-35.1, Synergy_HSA=-6.50. (4) Drug 1: COC1=NC(=NC2=C1N=CN2C3C(C(C(O3)CO)O)O)N. Drug 2: CCN(CC)CCCC(C)NC1=C2C=C(C=CC2=NC3=C1C=CC(=C3)Cl)OC. Cell line: CCRF-CEM. Synergy scores: CSS=50.1, Synergy_ZIP=-3.05, Synergy_Bliss=-3.20, Synergy_Loewe=-3.10, Synergy_HSA=0.287. (5) Drug 1: CC1CCC2CC(C(=CC=CC=CC(CC(C(=O)C(C(C(=CC(C(=O)CC(OC(=O)C3CCCCN3C(=O)C(=O)C1(O2)O)C(C)CC4CCC(C(C4)OC)O)C)C)O)OC)C)C)C)OC. Drug 2: C1C(C(OC1N2C=NC(=NC2=O)N)CO)O. Cell line: A549. Synergy scores: CSS=21.3, Synergy_ZIP=-4.34, Synergy_Bliss=1.40, Synergy_Loewe=-0.786, Synergy_HSA=-0.150. (6) Drug 1: CC1=C2C(C(=O)C3(C(CC4C(C3C(C(C2(C)C)(CC1OC(=O)C(C(C5=CC=CC=C5)NC(=O)OC(C)(C)C)O)O)OC(=O)C6=CC=CC=C6)(CO4)OC(=O)C)OC)C)OC. Drug 2: C1C(C(OC1N2C=NC3=C(N=C(N=C32)Cl)N)CO)O. Cell line: A549. Synergy scores: CSS=62.6, Synergy_ZIP=11.5, Synergy_Bliss=10.9, Synergy_Loewe=-12.7, Synergy_HSA=9.72.